This data is from Full USPTO retrosynthesis dataset with 1.9M reactions from patents (1976-2016). The task is: Predict the reactants needed to synthesize the given product. (1) Given the product [CH2:13]([O:20][C:21]1[CH:22]=[CH:23][C:24]([O:25][CH2:26][C@@H:27]([OH:28])[CH2:29][NH:1][CH2:2][CH2:3][NH:4][C:5]([N:7]2[CH2:12][CH2:11][O:10][CH2:9][CH2:8]2)=[O:6])=[CH:30][CH:31]=1)[C:14]1[CH:15]=[CH:16][CH:17]=[CH:18][CH:19]=1, predict the reactants needed to synthesize it. The reactants are: [NH2:1][CH2:2][CH2:3][NH:4][C:5]([N:7]1[CH2:12][CH2:11][O:10][CH2:9][CH2:8]1)=[O:6].[CH2:13]([O:20][C:21]1[CH:31]=[CH:30][C:24]([O:25][CH2:26][C@@H:27]2[CH2:29][O:28]2)=[CH:23][CH:22]=1)[C:14]1[CH:19]=[CH:18][CH:17]=[CH:16][CH:15]=1. (2) The reactants are: C([O-])(=[O:8])C1C=CC=CC=1.[CH2:10]([P+:14]([CH2:23][CH2:24][CH2:25][CH3:26])([CH2:19][CH2:20][CH2:21][CH3:22])[CH2:15][CH2:16][CH2:17][CH3:18])[CH2:11][CH2:12][CH3:13].C(O)(=O)C1C=CC=CC=1. Given the product [OH-:8].[CH2:23]([P+:14]([CH2:10][CH2:11][CH2:12][CH3:13])([CH2:15][CH2:16][CH2:17][CH3:18])[CH2:19][CH2:20][CH2:21][CH3:22])[CH2:24][CH2:25][CH3:26], predict the reactants needed to synthesize it. (3) Given the product [CH3:1][O:2][C:3]1[CH:4]=[C:5]([C:9]2[C:10]3[N:11]([N:15]=[C:16]([NH:18][C:20]4[CH:25]=[CH:24][N:23]=[C:22]([CH3:26])[CH:21]=4)[N:17]=3)[CH:12]=[CH:13][CH:14]=2)[CH:6]=[CH:7][CH:8]=1, predict the reactants needed to synthesize it. The reactants are: [CH3:1][O:2][C:3]1[CH:4]=[C:5]([C:9]2[C:10]3[N:11]([N:15]=[C:16]([NH2:18])[N:17]=3)[CH:12]=[CH:13][CH:14]=2)[CH:6]=[CH:7][CH:8]=1.Br[C:20]1[CH:25]=[CH:24][N:23]=[C:22]([CH3:26])[CH:21]=1.CC(C)([O-])C.[Na+].C1(P(C2C=C(C)C=C(C)C=2)C2C=CC3C(=CC=CC=3)C=2C2C3C(=CC=CC=3)C=CC=2P(C2C=C(C)C=C(C)C=2)C2C=C(C)C=C(C)C=2)C=C(C)C=C(C)C=1. (4) Given the product [CH2:1]([N:4]1[C:10]2[CH:11]=[CH:12][CH:13]=[CH:14][C:9]=2[S:8][CH2:7][CH:6]([NH:15][C:16](=[O:35])[C@H:17]([O:18][CH3:19])[C@H:20]([OH:21])[C@@H:25]([OH:26])[C@H:24]([OH:23])/[CH:27]=[CH:28]/[C:29]([CH3:30])([CH3:31])[CH3:32])[C:5]1=[O:36])[CH:2]=[CH2:3], predict the reactants needed to synthesize it. The reactants are: [CH2:1]([N:4]1[C:10]2[CH:11]=[CH:12][CH:13]=[CH:14][C:9]=2[S:8][CH2:7][CH:6]([NH:15][C:16](=[O:35])[C@@H:17]([C@H:20]2[C@@H:25]([OH:26])[C@@H:24](/[CH:27]=[CH:28]/[C:29]([CH3:32])([CH3:31])[CH3:30])[O:23]C(C)(C)[O:21]2)[O:18][CH3:19])[C:5]1=[O:36])[CH:2]=[CH2:3].Cl.[OH-].[Na+]. (5) Given the product [C:1]([C:3]1[CH:8]=[CH:7][C:18]([CH2:17][N:14]([CH3:15])[C:20](=[O:21])[O:22][CH2:23][C:24]2[CH:29]=[CH:28][CH:27]=[CH:26][CH:25]=2)=[CH:5][CH:4]=1)#[N:2], predict the reactants needed to synthesize it. The reactants are: [C:1]([C:3]1[CH:8]=[CH:7]C(CCN)=[CH:5][CH:4]=1)#[N:2].C([N:14]([CH2:17][CH3:18])[CH2:15]C)C.Cl[C:20]([O:22][CH2:23][C:24]1[CH:29]=[CH:28][CH:27]=[CH:26][CH:25]=1)=[O:21]. (6) Given the product [NH2:1][C:2]1[N:7]2[N:8]=[CH:9][C:10]([C:11]3[CH:12]=[N:13][C:14]4[C:19]([CH:20]=3)=[CH:18][CH:17]=[CH:16][CH:15]=4)=[C:6]2[N:5]=[C:4]([CH:21]2[CH2:26][CH2:25][CH2:24][CH:23]([CH2:64][C:65]([OH:67])=[O:66])[CH2:22]2)[C:3]=1[Br:31].[NH2:1][C:2]1[N:7]2[N:8]=[CH:9][C:10]([C:11]3[CH:12]=[N:13][C:14]4[C:19]([CH:20]=3)=[CH:18][CH:17]=[CH:16][CH:15]=4)=[C:6]2[N:5]=[C:4]([CH:21]2[CH2:26][CH2:25][CH:24]([CH2:27][C:28]#[N:38])[CH2:23][CH2:22]2)[C:3]=1[Br:31], predict the reactants needed to synthesize it. The reactants are: [NH2:1][C:2]1[N:7]2[N:8]=[CH:9][C:10]([C:11]3[CH:12]=[N:13][C:14]4[C:19]([CH:20]=3)=[CH:18][CH:17]=[CH:16][CH:15]=4)=[C:6]2[N:5]=[C:4]([CH:21]2[CH2:26][CH2:25][CH:24]([CH2:27][C:28](O)=O)[CH2:23][CH2:22]2)[C:3]=1[Br:31].C[Si](C)(C)CCOC[N:38](COCC[Si](C)(C)C)C1N2N=CC(C3C=NC4C(C=3)=CC=CC=4)=C2N=C(C2CCCC([CH2:64][C:65]([O:67]CC)=[O:66])C2)C=1.C[Si](C)(C)CCOCN(COCC[Si](C)(C)C)C1N2N=CC(C3C=NC4C(C=3)=CC=CC=4)=C2N=C(C2CCC(CC(OCC)=O)CC2)C=1. (7) Given the product [F:27][CH:17]([CH2:18][N:19]1[CH:23]=[C:22]([C:24](=[O:25])[NH:39][CH2:38][C:34]2[CH:35]=[CH:36][CH:37]=[C:32]([O:31][C:30]([F:29])([F:40])[F:41])[CH:33]=2)[N:21]=[N:20]1)[CH2:16][CH2:15][N:12]1[CH:13]=[CH:14][C:9]([NH:8][C:6](=[O:7])[O:5][C:1]([CH3:3])([CH3:2])[CH3:4])=[N:10][C:11]1=[O:28], predict the reactants needed to synthesize it. The reactants are: [C:1]([O:5][C:6]([NH:8][C:9]1[CH:14]=[CH:13][N:12]([CH2:15][CH2:16][CH:17]([F:27])[CH2:18][N:19]2[CH:23]=[C:22]([C:24](O)=[O:25])[N:21]=[N:20]2)[C:11](=[O:28])[N:10]=1)=[O:7])([CH3:4])([CH3:3])[CH3:2].[F:29][C:30]([F:41])([F:40])[O:31][C:32]1[CH:33]=[C:34]([CH2:38][NH2:39])[CH:35]=[CH:36][CH:37]=1.CN(C(ON1N=NC2C=CC=NC1=2)=[N+](C)C)C.F[P-](F)(F)(F)(F)F.CCN(C(C)C)C(C)C. (8) Given the product [Br:9][C:4]1[C:5]([OH:8])=[N:6][CH:7]=[C:2]([CH3:1])[CH:3]=1, predict the reactants needed to synthesize it. The reactants are: [CH3:1][C:2]1[CH:3]=[CH:4][C:5]([OH:8])=[N:6][CH:7]=1.[Br:9]Br.